Task: Predict the product of the given reaction.. Dataset: Forward reaction prediction with 1.9M reactions from USPTO patents (1976-2016) Given the reactants [CH3:1][C@H:2]1[O:7][CH2:6][C@@H:5]([C:8]2[CH:13]=[CH:12][CH:11]=[CH:10][CH:9]=2)[NH:4][CH2:3]1.Cl[C:15]1[N:16]=[C:17]([CH3:26])[C:18]2[O:19][CH2:20][C:21](=[O:25])[NH:22][C:23]=2[N:24]=1, predict the reaction product. The product is: [CH3:26][C:17]1[C:18]2[O:19][CH2:20][C:21](=[O:25])[NH:22][C:23]=2[N:24]=[C:15]([N:4]2[C@H:5]([C:8]3[CH:9]=[CH:10][CH:11]=[CH:12][CH:13]=3)[CH2:6][O:7][C@H:2]([CH3:1])[CH2:3]2)[N:16]=1.